From a dataset of Catalyst prediction with 721,799 reactions and 888 catalyst types from USPTO. Predict which catalyst facilitates the given reaction. (1) Reactant: [C:1]([N:4]1[C:8]2=[N:9][C:10]3[N:11]([CH3:32])[C:12](=[O:31])[N:13]([CH2:17][CH2:18][CH2:19][CH2:20][C@H:21]([O:23][Si](C(C)(C)C)(C)C)[CH3:22])[C:14](=[O:16])[C:15]=3[N:7]2[CH2:6][CH2:5]1)(=[O:3])[CH3:2].Cl.C(OCC)C.C(N(CC)CC)C. Product: [C:1]([N:4]1[C:8]2=[N:9][C:10]3[N:11]([CH3:32])[C:12](=[O:31])[N:13]([CH2:17][CH2:18][CH2:19][CH2:20][C@H:21]([OH:23])[CH3:22])[C:14](=[O:16])[C:15]=3[N:7]2[CH2:6][CH2:5]1)(=[O:3])[CH3:2]. The catalyst class is: 24. (2) Reactant: [CH3:1][C:2]1[CH:3]=[C:4]([CH:8]=[C:9]([CH2:11][CH:12]([CH3:14])[CH3:13])[N:10]=1)[C:5](O)=[O:6].CCN(C(C)C)C(C)C.CN([C:27]([O:31][N:32]1N=NC2C=CC=C[C:33]1=2)=[N+](C)C)C.[B-](F)(F)(F)F.CNOC. Product: [CH2:11]([C:9]1[CH:8]=[C:4]([CH:3]=[C:2]([CH3:1])[N:10]=1)[C:5]([N:32]([O:31][CH3:27])[CH3:33])=[O:6])[CH:12]([CH3:14])[CH3:13]. The catalyst class is: 2. (3) The catalyst class is: 65. Product: [Br:13][C:11]1[CH:10]=[C:6]([CH:5]=[C:4]([N+:1]([O-:3])=[O:2])[CH:12]=1)[C:7]([OH:9])=[O:8]. Reactant: [N+:1]([C:4]1[CH:5]=[C:6]([CH:10]=[CH:11][CH:12]=1)[C:7]([OH:9])=[O:8])([O-:3])=[O:2].[Br:13]N1C(=O)CCC1=O. (4) Reactant: [C:1]([C:4]1[C:5]([OH:32])=[C:6]([C@@H:14]2[CH2:19][CH2:18][N:17]([C:20]3[CH:25]=[CH:24][C:23]([O:26][CH3:27])=[CH:22][CH:21]=3)[CH2:16][C@H:15]2[O:28]C(=O)C)[C:7]([O:12][CH3:13])=[CH:8][C:9]=1[O:10][CH3:11])(=[O:3])[CH3:2].[OH-].[Na+]. Product: [OH:32][C:5]1[C:6]([C@@H:14]2[CH2:19][CH2:18][N:17]([C:20]3[CH:21]=[CH:22][C:23]([O:26][CH3:27])=[CH:24][CH:25]=3)[CH2:16][C@H:15]2[OH:28])=[C:7]([O:12][CH3:13])[CH:8]=[C:9]([O:10][CH3:11])[C:4]=1[C:1](=[O:3])[CH3:2]. The catalyst class is: 5. (5) Reactant: [N:1]1([CH2:6][CH2:7][O:8][CH2:9][CH:10]2[CH2:16][CH:15]3[N:17](C(OCC4C=CC=CC=4)=O)[CH:12]([CH2:13][CH2:14]3)[CH2:11]2)[CH2:5][CH2:4][CH2:3][CH2:2]1. Product: [N:1]1([CH2:6][CH2:7][O:8][CH2:9][CH:10]2[CH2:16][CH:15]3[NH:17][CH:12]([CH2:13][CH2:14]3)[CH2:11]2)[CH2:5][CH2:4][CH2:3][CH2:2]1. The catalyst class is: 63. (6) Reactant: Br[C:2]1[CH:3]=[CH:4][C:5]2[N:6]([N:8]=[C:9]([N:11]3[CH2:16][CH2:15][O:14][CH2:13][CH2:12]3)[N:10]=2)[CH:7]=1.[C:17](=[O:24])([O:19][C:20]([CH3:23])([CH3:22])[CH3:21])[NH2:18].C(=O)([O-])[O-].[Cs+].[Cs+].C1(P(C2C=CC=CC=2)C2C3OC4C(=CC=CC=4P(C4C=CC=CC=4)C4C=CC=CC=4)C(C)(C)C=3C=CC=2)C=CC=CC=1. Product: [C:20]([O:19][C:17](=[O:24])[NH:18][C:2]1[CH:3]=[CH:4][C:5]2[N:6]([N:8]=[C:9]([N:11]3[CH2:16][CH2:15][O:14][CH2:13][CH2:12]3)[N:10]=2)[CH:7]=1)([CH3:23])([CH3:22])[CH3:21]. The catalyst class is: 110.